This data is from Forward reaction prediction with 1.9M reactions from USPTO patents (1976-2016). The task is: Predict the product of the given reaction. (1) Given the reactants Cl[C:2]1[CH:7]=[C:6]([O:8][C:9]2[C:10]([CH3:16])=[N:11][C:12]([CH3:15])=[CH:13][CH:14]=2)[CH:5]=[CH:4][N:3]=1.[NH2:17][C:18]1[CH:19]=[C:20]([CH2:24][OH:25])[CH:21]=[CH:22][CH:23]=1.C([O-])([O-])=O.[Cs+].[Cs+].CC1(C)C2C(=C(P(C3C=CC=CC=3)C3C=CC=CC=3)C=CC=2)OC2C(P(C3C=CC=CC=3)C3C=CC=CC=3)=CC=CC1=2, predict the reaction product. The product is: [CH3:16][C:10]1[C:9]([O:8][C:6]2[CH:5]=[CH:4][N:3]=[C:2]([NH:17][C:18]3[CH:19]=[C:20]([CH2:24][OH:25])[CH:21]=[CH:22][CH:23]=3)[CH:7]=2)=[CH:14][CH:13]=[C:12]([CH3:15])[N:11]=1. (2) Given the reactants [H-].[Na+].CS(C)=O.[Cl:7][C:8]1[CH:9]=[C:10]([NH:15][C:16]2[CH:21]=[CH:20][C:19]([F:22])=[CH:18][CH:17]=2)[CH:11]=[CH:12][C:13]=1[Cl:14].[C:23]([O:27][C:28]([N:30]1[CH2:34][CH2:33][CH:32](OS(C2C=CC(C)=CC=2)(=O)=O)[CH2:31]1)=[O:29])([CH3:26])([CH3:25])[CH3:24], predict the reaction product. The product is: [C:23]([O:27][C:28]([N:30]1[CH2:34][CH2:33][CH:32]([N:15]([C:10]2[CH:11]=[CH:12][C:13]([Cl:14])=[C:8]([Cl:7])[CH:9]=2)[C:16]2[CH:21]=[CH:20][C:19]([F:22])=[CH:18][CH:17]=2)[CH2:31]1)=[O:29])([CH3:26])([CH3:24])[CH3:25]. (3) Given the reactants CS([C:4]1[N:5]([CH2:38][C:39]([F:42])([F:41])[F:40])[C:6](=[O:37])[C:7]2[C:12]([C:13]3[CH:18]=[CH:17][CH:16]=[CH:15][CH:14]=3)=[C:11]([C:19]3[CH:24]=[CH:23][C:22]([C:25]4([NH:29][C:30](=[O:36])[O:31][C:32]([CH3:35])([CH3:34])[CH3:33])[CH2:28][CH2:27][CH2:26]4)=[CH:21][CH:20]=3)[O:10][C:8]=2[N:9]=1)=O.[NH2:43][CH2:44][CH2:45][OH:46], predict the reaction product. The product is: [OH:46][CH2:45][CH2:44][NH:43][C:4]1[N:5]([CH2:38][C:39]([F:42])([F:40])[F:41])[C:6](=[O:37])[C:7]2[C:12]([C:13]3[CH:14]=[CH:15][CH:16]=[CH:17][CH:18]=3)=[C:11]([C:19]3[CH:24]=[CH:23][C:22]([C:25]4([NH:29][C:30](=[O:36])[O:31][C:32]([CH3:35])([CH3:33])[CH3:34])[CH2:28][CH2:27][CH2:26]4)=[CH:21][CH:20]=3)[O:10][C:8]=2[N:9]=1. (4) Given the reactants [NH2:1][C:2]1[C:3](=[O:18])[N:4]([CH2:8][C:9]([NH:11][CH2:12][CH:13]([CH2:16][CH3:17])[CH2:14][CH3:15])=[O:10])[CH:5]=[CH:6][CH:7]=1.[C:19]([O:23][C:24]([NH:26][C@@H:27]([CH2:31][CH2:32]/[CH:33]=[CH:34]/[C:35]([O:37][CH2:38][CH3:39])=[O:36])[C:28](O)=[O:29])=[O:25])([CH3:22])([CH3:21])[CH3:20].CN(C(ON1N=NC2C=CC=NC1=2)=[N+](C)C)C.F[P-](F)(F)(F)(F)F.CCN(C(C)C)C(C)C, predict the reaction product. The product is: [C:19]([O:23][C:24]([NH:26][C@H:27]([C:28]([NH:1][C:2]1[C:3](=[O:18])[N:4]([CH2:8][C:9]([NH:11][CH2:12][CH:13]([CH2:16][CH3:17])[CH2:14][CH3:15])=[O:10])[CH:5]=[CH:6][CH:7]=1)=[O:29])[CH2:31][CH2:32]/[CH:33]=[CH:34]/[C:35]([O:37][CH2:38][CH3:39])=[O:36])=[O:25])([CH3:20])([CH3:21])[CH3:22].